This data is from NCI-60 drug combinations with 297,098 pairs across 59 cell lines. The task is: Regression. Given two drug SMILES strings and cell line genomic features, predict the synergy score measuring deviation from expected non-interaction effect. (1) Drug 1: COC1=CC(=CC(=C1O)OC)C2C3C(COC3=O)C(C4=CC5=C(C=C24)OCO5)OC6C(C(C7C(O6)COC(O7)C8=CC=CS8)O)O. Drug 2: C1CN(CCN1C(=O)CCBr)C(=O)CCBr. Cell line: UO-31. Synergy scores: CSS=16.2, Synergy_ZIP=-5.95, Synergy_Bliss=-0.126, Synergy_Loewe=-9.43, Synergy_HSA=1.65. (2) Drug 1: C1CCC(CC1)NC(=O)N(CCCl)N=O. Drug 2: CC1CCC2CC(C(=CC=CC=CC(CC(C(=O)C(C(C(=CC(C(=O)CC(OC(=O)C3CCCCN3C(=O)C(=O)C1(O2)O)C(C)CC4CCC(C(C4)OC)OCCO)C)C)O)OC)C)C)C)OC. Cell line: SNB-75. Synergy scores: CSS=16.3, Synergy_ZIP=-8.57, Synergy_Bliss=-2.30, Synergy_Loewe=0.0244, Synergy_HSA=0.306.